From a dataset of Full USPTO retrosynthesis dataset with 1.9M reactions from patents (1976-2016). Predict the reactants needed to synthesize the given product. Given the product [CH3:1][N:2]([CH2:9][C:10]1[CH:11]=[CH:12][C:13]([CH2:16][O:17][C:19]([NH:18][CH:24]([CH2:26][C:27]2[CH:32]=[CH:31][CH:30]=[CH:29][CH:28]=2)[C:23]([OH:33])=[O:22])=[O:20])=[CH:14][CH:15]=1)[C:3]1[CH:4]=[CH:5][CH:6]=[CH:7][CH:8]=1, predict the reactants needed to synthesize it. The reactants are: [CH3:1][N:2]([CH2:9][C:10]1[CH:15]=[CH:14][C:13]([CH2:16][OH:17])=[CH:12][CH:11]=1)[C:3]1[CH:8]=[CH:7][CH:6]=[CH:5][CH:4]=1.[N-:18]=[C:19]=[O:20].C[O:22][C:23](=[O:33])[C@H:24]([CH2:26][C:27]1[CH:32]=[CH:31][CH:30]=[CH:29][CH:28]=1)N.